From a dataset of Full USPTO retrosynthesis dataset with 1.9M reactions from patents (1976-2016). Predict the reactants needed to synthesize the given product. (1) Given the product [CH3:16][O:17][C:18](=[O:45])[CH:19]([C:24]1[C:29]([CH3:30])=[CH:28][C:27]([NH:31][S:3]([CH3:2])(=[O:6])=[O:4])=[C:26]([CH:32]2[CH2:34][CH2:33]2)[C:25]=1[C:35]1[CH:36]=[C:37]2[C:42](=[CH:43][CH:44]=1)[O:41][CH2:40][CH2:39][CH2:38]2)[O:20][CH:21]1[CH2:23][CH2:22]1, predict the reactants needed to synthesize it. The reactants are: F[C:2](F)(F)[S:3]([O:6]S(C(F)(F)F)(=O)=O)(=O)=[O:4].[CH3:16][O:17][C:18](=[O:45])[CH:19]([C:24]1[C:29]([CH3:30])=[CH:28][C:27]([NH2:31])=[C:26]([CH:32]2[CH2:34][CH2:33]2)[C:25]=1[C:35]1[CH:36]=[C:37]2[C:42](=[CH:43][CH:44]=1)[O:41][CH2:40][CH2:39][CH2:38]2)[O:20][CH:21]1[CH2:23][CH2:22]1.C(N(CC)CC)C. (2) Given the product [Cl:24][C:20]1[C:19]([F:25])=[C:18]([C@@H:17]2[C@:16]([C:28]3[CH:33]=[CH:32][C:31]([Cl:34])=[CH:30][C:29]=3[F:35])([C:26]#[N:27])[C@H:15]([CH2:36][C:37]([CH3:38])([CH3:39])[CH3:40])[N:14]([CH2:44][CH2:45][CH2:46][CH2:47][CH3:48])[C@H:13]2[C:11]([NH:10][C:7]2[CH:8]=[CH:9][C:4]([C:3]([OH:2])=[O:43])=[C:5]([O:41][CH3:42])[CH:6]=2)=[O:12])[CH:23]=[CH:22][CH:21]=1, predict the reactants needed to synthesize it. The reactants are: C[O:2][C:3](=[O:43])[C:4]1[CH:9]=[CH:8][C:7]([NH:10][C:11]([C@H:13]2[C@H:17]([C:18]3[CH:23]=[CH:22][CH:21]=[C:20]([Cl:24])[C:19]=3[F:25])[C@:16]([C:28]3[CH:33]=[CH:32][C:31]([Cl:34])=[CH:30][C:29]=3[F:35])([C:26]#[N:27])[C@H:15]([CH2:36][C:37]([CH3:40])([CH3:39])[CH3:38])[NH:14]2)=[O:12])=[CH:6][C:5]=1[O:41][CH3:42].[CH:44](=O)[CH2:45][CH2:46][CH2:47][CH3:48].C(O[BH-](OC(=O)C)OC(=O)C)(=O)C.[Na+].[Li+].[OH-]. (3) The reactants are: [NH2:1][CH:2]([CH2:6][C:7]1[CH:12]=[CH:11][C:10]([C:13]2[O:14][CH:15]=[C:16]([CH2:18][NH:19][C:20]3[CH:25]=[C:24]([CH3:26])[CH:23]=[CH:22][N:21]=3)[CH:17]=2)=[CH:9][CH:8]=1)[C:3]([OH:5])=[O:4].CCN(C(C)C)C(C)C.[CH3:36][C:37]1[CH:45]=[C:44]([CH3:46])[CH:43]=[C:42]([CH3:47])[C:38]=1[C:39](O)=[O:40]. Given the product [CH3:26][C:24]1[CH:23]=[CH:22][N:21]=[C:20]([NH:19][CH2:18][C:16]2[CH:17]=[C:13]([C:10]3[CH:9]=[CH:8][C:7]([CH2:6][CH:2]([NH:1][C:39](=[O:40])[C:38]4[C:42]([CH3:47])=[CH:43][C:44]([CH3:46])=[CH:45][C:37]=4[CH3:36])[C:3]([OH:5])=[O:4])=[CH:12][CH:11]=3)[O:14][CH:15]=2)[CH:25]=1, predict the reactants needed to synthesize it. (4) Given the product [C:27]([O:26][C:25]([O:31][C:32]1[CH:33]=[C:34]([C:9]2[CH:21]=[CH:20][C:12]([C:13]([O:15][C:16]([CH3:19])([CH3:18])[CH3:17])=[O:14])=[C:11]([N+:22]([O-:24])=[O:23])[CH:10]=2)[CH:35]=[CH:36][CH:37]=1)=[O:47])([CH3:30])([CH3:28])[CH3:29], predict the reactants needed to synthesize it. The reactants are: C1(C)C=CC=CC=1.Br[C:9]1[CH:21]=[CH:20][C:12]([C:13]([O:15][C:16]([CH3:19])([CH3:18])[CH3:17])=[O:14])=[C:11]([N+:22]([O-:24])=[O:23])[CH:10]=1.[C:25](=[O:47])([O:31][C:32]1[CH:37]=[CH:36][CH:35]=[C:34](B2OC(C)(C)C(C)(C)O2)[CH:33]=1)[O:26][C:27]([CH3:30])([CH3:29])[CH3:28].C(=O)([O-])O.[Na+]. (5) Given the product [C:1]([O:5][C:6]([NH:7][CH2:8][CH2:9][CH2:10][C:11]1[CH:16]=[C:15]([NH:17]/[C:31](/[NH:34][C:35](=[O:36])[O:37][CH2:38][C:39]2[CH:44]=[CH:43][CH:42]=[CH:41][CH:40]=2)=[N:30]/[C:28](=[O:29])[O:27][CH2:20][C:21]2[CH:22]=[CH:23][CH:24]=[CH:25][CH:26]=2)[C:14]([CH3:18])=[N:13][CH:12]=1)=[O:19])([CH3:3])([CH3:4])[CH3:2], predict the reactants needed to synthesize it. The reactants are: [C:1]([O:5][C:6](=[O:19])[NH:7][CH2:8][CH2:9][CH2:10][C:11]1[CH:12]=[N:13][C:14]([CH3:18])=[C:15]([NH2:17])[CH:16]=1)([CH3:4])([CH3:3])[CH3:2].[CH2:20]([O:27][C:28]([NH:30][C:31](=[N:34][C:35]([O:37][CH2:38][C:39]1[CH:44]=[CH:43][CH:42]=[CH:41][CH:40]=1)=[O:36])SC)=[O:29])[C:21]1[CH:26]=[CH:25][CH:24]=[CH:23][CH:22]=1. (6) The reactants are: [Cl:1][C:2]1[CH:3]=[C:4]([CH:8]=[N:9][C:10]([O:12][Si](C)(C)C)=[CH2:11])[CH:5]=[CH:6][CH:7]=1.C(OC([N:24]1[C:32]2[C:27](=[CH:28][CH:29]=[C:30]([Cl:33])[CH:31]=2)/[C:26](=[CH:34]/[C:35]2[CH:40]=[C:39]([Br:41])[CH:38]=[CH:37][C:36]=2[O:42][CH:43]2[CH2:48][CH2:47][N:46]([C:49]([O:51][C:52]([CH3:55])([CH3:54])[CH3:53])=[O:50])[CH2:45][CH2:44]2)/[C:25]1=[O:56])=O)(C)(C)C. Given the product [Br:41][C:39]1[CH:38]=[CH:37][C:36]([O:42][CH:43]2[CH2:44][CH2:45][N:46]([C:49]([O:51][C:52]([CH3:55])([CH3:54])[CH3:53])=[O:50])[CH2:47][CH2:48]2)=[C:35]([CH:34]2[CH2:12][C:10](=[O:11])[NH:9][CH:8]([C:4]3[CH:5]=[CH:6][CH:7]=[C:2]([Cl:1])[CH:3]=3)[C:26]32[C:27]2[C:32](=[CH:31][C:30]([Cl:33])=[CH:29][CH:28]=2)[NH:24][C:25]3=[O:56])[CH:40]=1, predict the reactants needed to synthesize it. (7) Given the product [NH2:39][C:37]([C:32]1[CH:33]=[N:34][C:35]2[C:30]([C:31]=1[NH:1][C:2]1[CH:3]=[C:4]([CH:8]=[C:9]([N:11]3[CH2:16][CH2:15][CH2:14][CH2:13][CH2:12]3)[CH:10]=1)[C:5]([OH:7])=[O:6])=[CH:29][CH:28]=[C:27]([C:22]1[C:23]([O:25][CH3:26])=[N:24][C:19]([O:18][CH3:17])=[N:20][CH:21]=1)[CH:36]=2)=[O:38], predict the reactants needed to synthesize it. The reactants are: [NH2:1][C:2]1[CH:3]=[C:4]([CH:8]=[C:9]([N:11]2[CH2:16][CH2:15][CH2:14][CH2:13][CH2:12]2)[CH:10]=1)[C:5]([OH:7])=[O:6].[CH3:17][O:18][C:19]1[N:24]=[C:23]([O:25][CH3:26])[C:22]([C:27]2[CH:36]=[C:35]3[C:30]([C:31](Cl)=[C:32]([C:37]([NH2:39])=[O:38])[CH:33]=[N:34]3)=[CH:29][CH:28]=2)=[CH:21][N:20]=1. (8) Given the product [CH2:43]([O:45][C:46](=[O:68])[C@@:47]([OH:67])([CH3:66])[CH2:48][N:49]([CH2:51][C:52]1[CH:53]=[CH:54][C:55]([C:58]2[CH:63]=[C:62]([Cl:64])[CH:61]=[CH:60][C:59]=2[F:65])=[CH:56][CH:57]=1)[NH:50][C:7]([C:5]1[O:4][N:3]=[C:2]([OH:1])[CH:6]=1)=[O:9])[CH3:44], predict the reactants needed to synthesize it. The reactants are: [OH:1][C:2]1[CH:6]=[C:5]([C:7]([OH:9])=O)[O:4][N:3]=1.CN(C(ON1N=NC2C=CC=NC1=2)=[N+](C)C)C.F[P-](F)(F)(F)(F)F.CCN(C(C)C)C(C)C.[CH2:43]([O:45][C:46](=[O:68])[C@@:47]([OH:67])([CH3:66])[CH2:48][N:49]([CH2:51][C:52]1[CH:57]=[CH:56][C:55]([C:58]2[CH:63]=[C:62]([Cl:64])[CH:61]=[CH:60][C:59]=2[F:65])=[CH:54][CH:53]=1)[NH2:50])[CH3:44].